Predict which catalyst facilitates the given reaction. From a dataset of Catalyst prediction with 721,799 reactions and 888 catalyst types from USPTO. (1) Reactant: [S:1]1[C:5]2[CH:6]=[CH:7][CH:8]=[CH:9][C:4]=2[N:3]=[C:2]1[C:10]1[C:14]([C:15]2[CH:20]=[CH:19][C:18]([N+:21]([O-])=O)=[CH:17][CH:16]=2)=[N:13][NH:12][C:11]=1[NH2:24].O.NN. Product: [NH2:21][C:18]1[CH:17]=[CH:16][C:15]([C:14]2[C:10]([C:2]3[S:1][C:5]4[CH:6]=[CH:7][CH:8]=[CH:9][C:4]=4[N:3]=3)=[C:11]([NH2:24])[NH:12][N:13]=2)=[CH:20][CH:19]=1. The catalyst class is: 171. (2) Reactant: [Br:1][C:2]1[CH:3]=[C:4]2[C:9](=[CH:10][CH:11]=1)[N:8]=[C:7]([CH:12]1[CH2:14][CH2:13]1)[C:6]([C:15]([O:17][CH2:18][CH3:19])=[O:16])=[C:5]2O.O=P(Cl)(Cl)[Cl:23].N. Product: [Br:1][C:2]1[CH:3]=[C:4]2[C:9](=[CH:10][CH:11]=1)[N:8]=[C:7]([CH:12]1[CH2:14][CH2:13]1)[C:6]([C:15]([O:17][CH2:18][CH3:19])=[O:16])=[C:5]2[Cl:23]. The catalyst class is: 10. (3) Reactant: [C:1]([C:4]1[CH:9]=[N:8][N:7]2[CH:10]=[C:11]([C:13]3[CH:14]=[N:15][N:16]([CH2:18][C:19]([O:21]CC)=[O:20])[CH:17]=3)[CH:12]=[C:6]2[C:5]=1[NH:24][C@H:25]1[C@@H:29]([CH3:30])[CH2:28][N:27]([C:31]2[CH:36]=[CH:35][C:34]([C:37]#[N:38])=[CH:33][N:32]=2)[CH2:26]1)(=[O:3])[NH2:2].[OH-].[Na+].CO. Product: [C:1]([C:4]1[CH:9]=[N:8][N:7]2[CH:10]=[C:11]([C:13]3[CH:14]=[N:15][N:16]([CH2:18][C:19]([OH:21])=[O:20])[CH:17]=3)[CH:12]=[C:6]2[C:5]=1[NH:24][C@H:25]1[C@@H:29]([CH3:30])[CH2:28][N:27]([C:31]2[CH:36]=[CH:35][C:34]([C:37]#[N:38])=[CH:33][N:32]=2)[CH2:26]1)(=[O:3])[NH2:2]. The catalyst class is: 7. (4) Reactant: C(NC(C)C)(C)C.C([Li])CCC.C([N-]C(C)C)(C)C.[Li+].[CH2:21]([SnH:25]([CH2:30][CH2:31][CH2:32][CH3:33])[CH2:26][CH2:27][CH2:28][CH3:29])[CH2:22][CH2:23][CH3:24].[CH2:34]([O:36][CH2:37]Cl)[CH3:35].[Cl-].[NH4+]. Product: [CH2:30]([Sn:25]([CH2:21][CH2:22][CH2:23][CH3:24])([CH2:26][CH2:27][CH2:28][CH3:29])[CH2:37][O:36][CH2:34][CH3:35])[CH2:31][CH2:32][CH3:33]. The catalyst class is: 30.